From a dataset of Full USPTO retrosynthesis dataset with 1.9M reactions from patents (1976-2016). Predict the reactants needed to synthesize the given product. (1) Given the product [NH:1]1[C:5]2[CH:6]=[CH:7][C:8]([N:10]3[CH:14]([C:15]4[CH:16]=[CH:17][C:18]([N:21]5[CH2:26][CH2:25][O:24][CH2:23][CH2:22]5)=[CH:19][CH:20]=4)[C:13]([N:34]4[CH2:35][CH2:36][C:31]([F:37])([F:30])[CH2:32][CH2:33]4)=[CH:12][C:11]3=[O:28])=[CH:9][C:4]=2[N:3]=[CH:2]1, predict the reactants needed to synthesize it. The reactants are: [NH:1]1[C:5]2[CH:6]=[CH:7][C:8]([N:10]3[CH:14]([C:15]4[CH:20]=[CH:19][C:18]([N:21]5[CH2:26][CH2:25][O:24][CH2:23][CH2:22]5)=[CH:17][CH:16]=4)[C:13](O)=[CH:12][C:11]3=[O:28])=[CH:9][C:4]=2[N:3]=[CH:2]1.Cl.[F:30][C:31]1([F:37])[CH2:36][CH2:35][NH:34][CH2:33][CH2:32]1.C([O-])([O-])=O.[K+].[K+]. (2) Given the product [O:10]1[C:4]2[C:5](=[N:6][CH:7]=[C:2]([B:16]([OH:21])[OH:17])[CH:3]=2)[O:8][CH2:9]1, predict the reactants needed to synthesize it. The reactants are: Br[C:2]1[CH:3]=[C:4]2[O:10][CH2:9][O:8][C:5]2=[N:6][CH:7]=1.C([Li])CCC.[B:16](OC(C)C)([O:21]C(C)C)[O:17]C(C)C.[OH-].[Na+].